Dataset: Full USPTO retrosynthesis dataset with 1.9M reactions from patents (1976-2016). Task: Predict the reactants needed to synthesize the given product. (1) Given the product [N+:26]([C:29]1[CH:30]=[CH:31][C:32]([C:33]([O:19][CH2:1][CH2:2][CH2:3][CH2:4][CH2:5][CH2:6][CH2:7][CH2:8][CH2:9][CH2:10][CH2:11][CH2:12][CH2:13][CH2:14][CH2:15][CH2:16][CH2:17][CH3:18])=[O:34])=[CH:36][CH:37]=1)([O-:28])=[O:27], predict the reactants needed to synthesize it. The reactants are: [CH2:1]([OH:19])[CH2:2][CH2:3][CH2:4][CH2:5][CH2:6][CH2:7][CH2:8][CH2:9][CH2:10][CH2:11][CH2:12][CH2:13][CH2:14][CH2:15][CH2:16][CH2:17][CH3:18].N1C=CC=CC=1.[N+:26]([C:29]1[CH:37]=[CH:36][C:32]([C:33](Cl)=[O:34])=[CH:31][CH:30]=1)([O-:28])=[O:27]. (2) Given the product [CH2:1]([N:8]([CH2:9][C:10]1[CH:23]=[CH:22][C:13]2[CH:14]=[C:15]([C:17]([O:19][CH2:20][CH3:21])=[O:18])[S:16][C:12]=2[CH:11]=1)[S:37]([C:31]1[CH:36]=[CH:35][CH:34]=[CH:33][CH:32]=1)(=[O:39])=[O:38])[C:2]1[CH:3]=[CH:4][CH:5]=[CH:6][CH:7]=1, predict the reactants needed to synthesize it. The reactants are: [CH2:1]([NH:8][CH2:9][C:10]1[CH:23]=[CH:22][C:13]2[CH:14]=[C:15]([C:17]([O:19][CH2:20][CH3:21])=[O:18])[S:16][C:12]=2[CH:11]=1)[C:2]1[CH:7]=[CH:6][CH:5]=[CH:4][CH:3]=1.C(N(CC)CC)C.[C:31]1([S:37](Cl)(=[O:39])=[O:38])[CH:36]=[CH:35][CH:34]=[CH:33][CH:32]=1. (3) Given the product [CH2:15]([O:22][C:23]1[CH:24]=[C:25]([CH:30]=[C:31]([N:11]2[CH2:12][CH2:13][CH2:14][CH:9]([NH:8][C:6]([O:5][C:1]([CH3:4])([CH3:2])[CH3:3])=[O:7])[CH2:10]2)[CH:32]=1)[C:26]([O:28][CH3:29])=[O:27])[C:16]1[CH:17]=[CH:18][CH:19]=[CH:20][CH:21]=1, predict the reactants needed to synthesize it. The reactants are: [C:1]([O:5][C:6]([NH:8][CH:9]1[CH2:14][CH2:13][CH2:12][NH:11][CH2:10]1)=[O:7])([CH3:4])([CH3:3])[CH3:2].[CH2:15]([O:22][C:23]1[CH:24]=[C:25]([CH:30]=[C:31](OS(C(F)(F)F)(=O)=O)[CH:32]=1)[C:26]([O:28][CH3:29])=[O:27])[C:16]1[CH:21]=[CH:20][CH:19]=[CH:18][CH:17]=1.